This data is from Forward reaction prediction with 1.9M reactions from USPTO patents (1976-2016). The task is: Predict the product of the given reaction. (1) Given the reactants [F:1][C:2]([F:26])([F:25])[C:3]1[N:8]2[N:9]=[CH:10][C:11]([C:12](O)=[O:13])=[C:7]2[N:6]=[C:5]([C:15]2[CH:20]=[CH:19][C:18]([C:21]([F:24])([F:23])[F:22])=[CH:17][CH:16]=2)[CH:4]=1.[NH2:27][C:28]1[CH:29]=[C:30]([S:34]([NH:37][C:38]([CH2:42][OH:43])([CH3:41])[CH2:39][OH:40])(=[O:36])=[O:35])[CH:31]=[CH:32][CH:33]=1, predict the reaction product. The product is: [OH:40][CH2:39][C:38]([NH:37][S:34]([C:30]1[CH:29]=[C:28]([NH:27][C:12]([C:11]2[CH:10]=[N:9][N:8]3[C:3]([C:2]([F:25])([F:26])[F:1])=[CH:4][C:5]([C:15]4[CH:16]=[CH:17][C:18]([C:21]([F:22])([F:24])[F:23])=[CH:19][CH:20]=4)=[N:6][C:7]=23)=[O:13])[CH:33]=[CH:32][CH:31]=1)(=[O:36])=[O:35])([CH2:42][OH:43])[CH3:41]. (2) Given the reactants Br[CH2:2][C:3]([C:5]1[CH:10]=[CH:9][CH:8]=[CH:7][C:6]=1[N+:11]([O-:13])=[O:12])=[O:4].[N-:14]=[N+:15]=[N-:16].[Na+], predict the reaction product. The product is: [N:14]([CH2:2][C:3]([C:5]1[CH:10]=[CH:9][CH:8]=[CH:7][C:6]=1[N+:11]([O-:13])=[O:12])=[O:4])=[N+:15]=[N-:16]. (3) Given the reactants [Cl:1][C:2]1[CH:29]=[CH:28][C:5]([CH2:6][N:7]2[C:15]3[C:10](=[CH:11][C:12]([CH:16]=[C:17]4[S:21][C:20](SCC)=[N:19][C:18]4=[O:25])=[CH:13][CH:14]=3)[C:9]([C:26]#[N:27])=[N:8]2)=[C:4]([C:30]([F:33])([F:32])[F:31])[CH:3]=1.[CH3:34][N:35]1[CH2:40][CH2:39][NH:38][CH2:37][C:36]1([CH3:42])[CH3:41], predict the reaction product. The product is: [Cl:1][C:2]1[CH:29]=[CH:28][C:5]([CH2:6][N:7]2[C:15]3[C:10](=[CH:11][C:12]([CH:16]=[C:17]4[S:21][C:20]([N:38]5[CH2:39][CH2:40][N:35]([CH3:34])[C:36]([CH3:42])([CH3:41])[CH2:37]5)=[N:19][C:18]4=[O:25])=[CH:13][CH:14]=3)[C:9]([C:26]#[N:27])=[N:8]2)=[C:4]([C:30]([F:33])([F:32])[F:31])[CH:3]=1.